Dataset: Peptide-MHC class II binding affinity with 134,281 pairs from IEDB. Task: Regression. Given a peptide amino acid sequence and an MHC pseudo amino acid sequence, predict their binding affinity value. This is MHC class II binding data. (1) The peptide sequence is DMLKLFEFNKKAIET. The MHC is DRB1_0802 with pseudo-sequence DRB1_0802. The binding affinity (normalized) is 0.430. (2) The peptide sequence is NRNNTFKPFAEYKSD. The MHC is HLA-DPA10103-DPB10301 with pseudo-sequence HLA-DPA10103-DPB10301. The binding affinity (normalized) is 0.0833. (3) The peptide sequence is NMLSTVLGV. The MHC is DRB1_0101 with pseudo-sequence DRB1_0101. The binding affinity (normalized) is 0. (4) The peptide sequence is HTLMSIVSSLHLSIR. The MHC is DRB3_0101 with pseudo-sequence DRB3_0101. The binding affinity (normalized) is 0.482. (5) The peptide sequence is TMPLSCTKNNSHHYI. The MHC is DRB1_0101 with pseudo-sequence DRB1_0101. The binding affinity (normalized) is 0.273. (6) The peptide sequence is AAAQASAAAAAYEAA. The MHC is DRB1_0401 with pseudo-sequence DRB1_0401. The binding affinity (normalized) is 0.364. (7) The binding affinity (normalized) is 0. The peptide sequence is TPESATPFPHRKGVL. The MHC is HLA-DPA10103-DPB10301 with pseudo-sequence HLA-DPA10103-DPB10301. (8) The MHC is DRB1_0101 with pseudo-sequence DRB1_0101. The peptide sequence is CRKVQHMVVKSALLA. The binding affinity (normalized) is 0.912.